From a dataset of Full USPTO retrosynthesis dataset with 1.9M reactions from patents (1976-2016). Predict the reactants needed to synthesize the given product. (1) Given the product [OH:11][C:12]1[CH:20]=[C:19]2[N:15]([CH:16]([C:24]([OH:26])=[O:25])[CH2:17][CH2:18]2)[C:14](=[O:27])[CH:13]=1, predict the reactants needed to synthesize it. The reactants are: ClC1C=C(Cl)C=C(Cl)C=1O.[OH:11][C:12]1[C:20](C(O)=O)=[C:19]2[N:15]([C@H:16]([C:24]([OH:26])=[O:25])[CH2:17][CH2:18]2)[C:14](=[O:27])[CH:13]=1. (2) Given the product [C:10]([C:8]1[CH:7]=[C:6]([C:14]2[CH:15]=[N:16][C:17]([C:20]([F:21])([F:22])[F:23])=[CH:18][CH:19]=2)[C:5]([OH:24])=[C:4]([CH:9]=1)[CH2:3][NH:2][CH:4]([CH3:5])[CH2:3][NH:2][C:25](=[O:28])[O:26][C:8]([CH3:10])([CH3:9])[CH3:7])([CH3:13])([CH3:12])[CH3:11], predict the reactants needed to synthesize it. The reactants are: Cl.[NH2:2][CH2:3][C:4]1[CH:9]=[C:8]([C:10]([CH3:13])([CH3:12])[CH3:11])[CH:7]=[C:6]([C:14]2[CH:15]=[N:16][C:17]([C:20]([F:23])([F:22])[F:21])=[CH:18][CH:19]=2)[C:5]=1[OH:24].[C:25](=[O:28])(O)[O-:26].[Na+].[BH4-].[Na+].